Dataset: Buchwald-Hartwig C-N cross coupling reaction yields with 55,370 reactions. Task: Predict the reaction yield, written as a fraction of the theoretical maximum amount of product (1.0 means a 100% yield; for example, 0.34 means a 34% yield). The reactants are FC(F)(F)c1ccc(Cl)cc1.Cc1ccc(N)cc1.O=S(=O)(O[Pd]1c2ccccc2-c2ccccc2N~1)C(F)(F)F.CC(C)c1cc(C(C)C)c(-c2ccccc2P(C2CCCCC2)C2CCCCC2)c(C(C)C)c1.CN1CCCN2CCCN=C12.Cc1ccon1. No catalyst specified. The product is Cc1ccc(Nc2ccc(C(F)(F)F)cc2)cc1. The yield is 0.208.